Dataset: Tyrosyl-DNA phosphodiesterase HTS with 341,365 compounds. Task: Binary Classification. Given a drug SMILES string, predict its activity (active/inactive) in a high-throughput screening assay against a specified biological target. The molecule is Fc1ccc(n2nc(c3C4C(C(CC4)(c23)C)(C)C)C(O)=O)cc1. The result is 0 (inactive).